This data is from Forward reaction prediction with 1.9M reactions from USPTO patents (1976-2016). The task is: Predict the product of the given reaction. (1) Given the reactants [N+:1]([C:4]1[C:5]([NH:13][CH:14]2[CH2:19][CH2:18][CH:17]([NH:20][C:21](=[O:27])[O:22][C:23]([CH3:26])([CH3:25])[CH3:24])[CH2:16][CH2:15]2)=[C:6]2[S:12][CH:11]=[CH:10][C:7]2=[N:8][CH:9]=1)([O-])=O, predict the reaction product. The product is: [NH2:1][C:4]1[C:5]([NH:13][CH:14]2[CH2:15][CH2:16][CH:17]([NH:20][C:21](=[O:27])[O:22][C:23]([CH3:25])([CH3:24])[CH3:26])[CH2:18][CH2:19]2)=[C:6]2[S:12][CH:11]=[CH:10][C:7]2=[N:8][CH:9]=1. (2) Given the reactants C(N(C(C)C)CC)(C)C.C([Li])CCC.[O:15]1[C:19]2([CH2:24][CH2:23][CH:22]([C:25]([O:27][CH2:28][CH3:29])=[O:26])[CH2:21][CH2:20]2)[O:18][CH2:17][CH2:16]1.[C:30]1([Se:36]Br)[CH:35]=[CH:34][CH:33]=[CH:32][CH:31]=1, predict the reaction product. The product is: [C:30]1([Se:36][C:22]2([C:25]([O:27][CH2:28][CH3:29])=[O:26])[CH2:23][CH2:24][C:19]3([O:18][CH2:17][CH2:16][O:15]3)[CH2:20][CH2:21]2)[CH:35]=[CH:34][CH:33]=[CH:32][CH:31]=1. (3) Given the reactants BrC1C=C2C(=CC=1)N=C(C1C=CC=CC=1O)N=C2N[C@H]1CCN(C(OC(C)(C)C)=O)C1.[CH3:32][C:33]([OH:37])([CH3:36])[C:34]#[CH:35].Br[C:39]1[CH:40]=[C:41]2[C:46](=[CH:47][CH:48]=1)[N:45]=[C:44]([C:49]1[CH:54]=[C:53]([F:55])[CH:52]=[CH:51][C:50]=1[OH:56])[N:43]=[C:42]2[NH:57][C@H:58]1[CH2:62][CH2:61][N:60](C(OC(C)(C)C)=O)[CH2:59]1.OC1C=CC=CC=1C1N=C(N[C@H]2CCN(C(OC(C)(C)C)=O)C2)C2C(=CC=C(C#CCO)C=2)N=1, predict the reaction product. The product is: [F:55][C:53]1[CH:52]=[CH:51][C:50]([OH:56])=[C:49]([C:44]2[N:43]=[C:42]([NH:57][C@H:58]3[CH2:62][CH2:61][NH:60][CH2:59]3)[C:41]3[C:46](=[CH:47][CH:48]=[C:39]([C:35]#[C:34][C:33]([OH:37])([CH3:36])[CH3:32])[CH:40]=3)[N:45]=2)[CH:54]=1. (4) Given the reactants [CH:1]([C:4]1[CH:9]=[CH:8][N:7]=[C:6]([NH:10][C:11]2[CH:16]=[C:15](B3OC(C)(C)C(C)(C)O3)[CH:14]=[C:13]([CH3:26])[CH:12]=2)[N:5]=1)([CH3:3])[CH3:2].Br[C:28]1[S:32][CH:31]=[N:30][CH:29]=1.C(=O)([O-])[O-].[Na+].[Na+], predict the reaction product. The product is: [CH:1]([C:4]1[CH:9]=[CH:8][N:7]=[C:6]([NH:10][C:11]2[CH:16]=[C:15]([C:28]3[S:32][CH:31]=[N:30][CH:29]=3)[CH:14]=[C:13]([CH3:26])[CH:12]=2)[N:5]=1)([CH3:3])[CH3:2].